From a dataset of NCI-60 drug combinations with 297,098 pairs across 59 cell lines. Regression. Given two drug SMILES strings and cell line genomic features, predict the synergy score measuring deviation from expected non-interaction effect. (1) Drug 1: CCC1(CC2CC(C3=C(CCN(C2)C1)C4=CC=CC=C4N3)(C5=C(C=C6C(=C5)C78CCN9C7C(C=CC9)(C(C(C8N6C)(C(=O)OC)O)OC(=O)C)CC)OC)C(=O)OC)O.OS(=O)(=O)O. Drug 2: C1C(C(OC1N2C=NC(=NC2=O)N)CO)O. Cell line: UACC-257. Synergy scores: CSS=-0.954, Synergy_ZIP=1.43, Synergy_Bliss=0.811, Synergy_Loewe=-0.968, Synergy_HSA=-1.96. (2) Drug 1: CC1=C(C(=O)C2=C(C1=O)N3CC4C(C3(C2COC(=O)N)OC)N4)N. Drug 2: B(C(CC(C)C)NC(=O)C(CC1=CC=CC=C1)NC(=O)C2=NC=CN=C2)(O)O. Cell line: NCI-H322M. Synergy scores: CSS=24.1, Synergy_ZIP=-9.82, Synergy_Bliss=0.888, Synergy_Loewe=-1.35, Synergy_HSA=-1.57. (3) Drug 1: C1=CC=C(C=C1)NC(=O)CCCCCCC(=O)NO. Drug 2: C1CC(=O)NC(=O)C1N2C(=O)C3=CC=CC=C3C2=O. Cell line: CCRF-CEM. Synergy scores: CSS=19.0, Synergy_ZIP=1.86, Synergy_Bliss=1.09, Synergy_Loewe=-43.0, Synergy_HSA=-1.33. (4) Drug 1: C(=O)(N)NO. Drug 2: CCN(CC)CCCC(C)NC1=C2C=C(C=CC2=NC3=C1C=CC(=C3)Cl)OC. Cell line: BT-549. Synergy scores: CSS=8.19, Synergy_ZIP=-5.60, Synergy_Bliss=-1.39, Synergy_Loewe=-2.91, Synergy_HSA=-0.694. (5) Drug 1: CNC(=O)C1=CC=CC=C1SC2=CC3=C(C=C2)C(=NN3)C=CC4=CC=CC=N4. Drug 2: CN(C)C1=NC(=NC(=N1)N(C)C)N(C)C. Cell line: UACC-257. Synergy scores: CSS=-7.02, Synergy_ZIP=2.02, Synergy_Bliss=-3.00, Synergy_Loewe=-9.59, Synergy_HSA=-8.07. (6) Drug 1: CC1C(C(CC(O1)OC2CC(OC(C2O)C)OC3=CC4=CC5=C(C(=O)C(C(C5)C(C(=O)C(C(C)O)O)OC)OC6CC(C(C(O6)C)O)OC7CC(C(C(O7)C)O)OC8CC(C(C(O8)C)O)(C)O)C(=C4C(=C3C)O)O)O)O. Drug 2: CC1CCCC2(C(O2)CC(NC(=O)CC(C(C(=O)C(C1O)C)(C)C)O)C(=CC3=CSC(=N3)C)C)C. Cell line: SW-620. Synergy scores: CSS=70.1, Synergy_ZIP=1.32, Synergy_Bliss=0.478, Synergy_Loewe=0.910, Synergy_HSA=4.36. (7) Drug 1: CC1C(C(CC(O1)OC2CC(OC(C2O)C)OC3=CC4=CC5=C(C(=O)C(C(C5)C(C(=O)C(C(C)O)O)OC)OC6CC(C(C(O6)C)O)OC7CC(C(C(O7)C)O)OC8CC(C(C(O8)C)O)(C)O)C(=C4C(=C3C)O)O)O)O. Drug 2: C1CC(=O)NC(=O)C1N2C(=O)C3=CC=CC=C3C2=O. Cell line: NCI/ADR-RES. Synergy scores: CSS=17.2, Synergy_ZIP=5.21, Synergy_Bliss=3.98, Synergy_Loewe=-6.42, Synergy_HSA=1.68. (8) Drug 1: CCCCCOC(=O)NC1=NC(=O)N(C=C1F)C2C(C(C(O2)C)O)O. Synergy scores: CSS=4.89, Synergy_ZIP=1.16, Synergy_Bliss=5.27, Synergy_Loewe=1.25, Synergy_HSA=0.209. Cell line: SR. Drug 2: CC(C)(C#N)C1=CC(=CC(=C1)CN2C=NC=N2)C(C)(C)C#N. (9) Drug 1: C1CCN(CC1)CCOC2=CC=C(C=C2)C(=O)C3=C(SC4=C3C=CC(=C4)O)C5=CC=C(C=C5)O. Synergy scores: CSS=47.1, Synergy_ZIP=2.41, Synergy_Bliss=1.32, Synergy_Loewe=-6.32, Synergy_HSA=0.333. Drug 2: C1=NC2=C(N1)C(=S)N=C(N2)N. Cell line: HCT116.